Dataset: Peptide-MHC class I binding affinity with 185,985 pairs from IEDB/IMGT. Task: Regression. Given a peptide amino acid sequence and an MHC pseudo amino acid sequence, predict their binding affinity value. This is MHC class I binding data. (1) The peptide sequence is MLINRFTMK. The MHC is HLA-A11:01 with pseudo-sequence HLA-A11:01. The binding affinity (normalized) is 0.561. (2) The MHC is HLA-A02:01 with pseudo-sequence HLA-A02:01. The peptide sequence is LQKVLHVTDT. The binding affinity (normalized) is 0. (3) The peptide sequence is RRHRILDTYL. The MHC is HLA-B27:05 with pseudo-sequence HLA-B27:05. The binding affinity (normalized) is 0.801. (4) The binding affinity (normalized) is 0.598. The peptide sequence is VEFLKDAWEI. The MHC is HLA-B40:02 with pseudo-sequence HLA-B40:02. (5) The peptide sequence is KHDFIDNPL. The MHC is HLA-B07:02 with pseudo-sequence HLA-B07:02. The binding affinity (normalized) is 0.0847.